This data is from Full USPTO retrosynthesis dataset with 1.9M reactions from patents (1976-2016). The task is: Predict the reactants needed to synthesize the given product. (1) The reactants are: [N:1]([CH2:4][CH2:5][O:6][CH2:7][CH2:8][O:9][CH2:10][CH2:11][O:12][CH2:13][CH2:14][O:15][CH2:16][CH2:17][O:18][CH2:19][CH2:20][N:21]=[N+]=[N-])=[N+:2]=[N-:3].C1(P(C2C=CC=CC=2)C2C=CC=CC=2)C=CC=CC=1. Given the product [N:1]([CH2:4][CH2:5][O:6][CH2:7][CH2:8][O:9][CH2:10][CH2:11][O:12][CH2:13][CH2:14][O:15][CH2:16][CH2:17][O:18][CH2:19][CH2:20][NH2:21])=[N+:2]=[N-:3], predict the reactants needed to synthesize it. (2) Given the product [CH3:30][N:27]1[CH2:28][CH2:29][N:24]([C:22]2[CH:21]=[CH:20][C:19]([O:31][C:32]([F:35])([F:34])[F:33])=[C:18]([NH:17][C:13]3[N:12]=[CH:11][C:10]4[CH2:9][CH2:8][C:7]5[C:6]([C:36]([NH2:38])=[O:37])=[N:5][N:4]([CH:3]=[CH2:2])[C:16]=5[C:15]=4[N:14]=3)[CH:23]=2)[CH2:25][CH2:26]1, predict the reactants needed to synthesize it. The reactants are: Cl[CH2:2][CH2:3][N:4]1[C:16]2[C:15]3[N:14]=[C:13]([NH:17][C:18]4[CH:23]=[C:22]([N:24]5[CH2:29][CH2:28][N:27]([CH3:30])[CH2:26][CH2:25]5)[CH:21]=[CH:20][C:19]=4[O:31][C:32]([F:35])([F:34])[F:33])[N:12]=[CH:11][C:10]=3[CH2:9][CH2:8][C:7]=2[C:6]([C:36]([NH2:38])=[O:37])=[N:5]1.C1CCN2C(=NCCC2)CC1.